This data is from Full USPTO retrosynthesis dataset with 1.9M reactions from patents (1976-2016). The task is: Predict the reactants needed to synthesize the given product. (1) Given the product [Cl:32][C:33]1[C:38]([CH3:39])=[CH:37][C:36]([O:1][CH2:2][CH2:3][CH2:4][C:5]2[C:13]3[C:8]4=[C:9]([O:14][CH2:15][CH2:16][N:7]4[C:6]=2[C:17]([OH:19])=[O:18])[CH:10]=[CH:11][CH:12]=3)=[CH:35][C:34]=1[CH3:41], predict the reactants needed to synthesize it. The reactants are: [OH:1][CH2:2][CH2:3][CH2:4][C:5]1[C:13]2[C:8]3=[C:9]([O:14][CH2:15][CH2:16][N:7]3[C:6]=1[C:17]([O:19]C)=[O:18])[CH:10]=[CH:11][CH:12]=2.C1(O)C2C(=CC=CC=2)C=CC=1.[Cl:32][C:33]1[C:38]([CH3:39])=[CH:37][C:36](O)=[CH:35][C:34]=1[CH3:41]. (2) Given the product [Cl:1][C:2]1[N:7]=[C:6]([C:8]2[C:9]([C:10]3[CH:11]=[C:12]([NH:16][C:17](=[O:22])[C:18]([F:19])([F:20])[F:21])[CH:13]=[CH:14][CH:15]=3)=[N:27][N:28]3[CH:29]=[C:30]([CH3:34])[CH:31]=[CH:32][C:33]=23)[CH:5]=[CH:4][N:3]=1, predict the reactants needed to synthesize it. The reactants are: [Cl:1][C:2]1[N:7]=[C:6]([CH:8]=[CH:9][C:10]2[CH:11]=[C:12]([NH:16][C:17](=[O:22])[C:18]([F:21])([F:20])[F:19])[CH:13]=[CH:14][CH:15]=2)[CH:5]=[CH:4][N:3]=1.[N+]([O-])([O-])=O.[NH2:27][N+:28]1[CH:33]=[CH:32][CH:31]=[C:30]([CH3:34])[CH:29]=1. (3) Given the product [CH:50]1[C:62]2[CH:61]([CH2:63][O:5][C:6]([NH:8][C@H:9]([C:29](=[O:36])[N:30]3[CH2:31][CH2:32][CH2:33][CH2:34][CH2:35]3)[CH2:10][C:11]3[CH:12]=[CH:13][C:14]([CH2:17][CH2:18][CH2:19][CH2:20][CH2:21][C:22]([OH:24])=[O:23])=[CH:15][CH:16]=3)=[O:7])[C:60]3[C:55](=[CH:56][CH:57]=[CH:58][CH:59]=3)[C:54]=2[CH:53]=[CH:52][CH:51]=1, predict the reactants needed to synthesize it. The reactants are: C([O:5][C:6]([NH:8][C@H:9]([C:29](=[O:36])[N:30]1[CH2:35][CH2:34][CH2:33][CH2:32][CH2:31]1)[CH2:10][C:11]1[CH:16]=[CH:15][C:14]([CH2:17][CH2:18][CH2:19][CH2:20][CH2:21][C:22]([O:24]C(C)(C)C)=[O:23])=[CH:13][CH:12]=1)=[O:7])(C)(C)C.FC(F)(F)C(O)=O.C(=O)([O-])[O-].[Na+].[Na+].[CH:50]1[C:62]2[CH:61]([CH2:63]OC(ON3C(=O)CCC3=O)=O)[C:60]3[C:55](=[CH:56][CH:57]=[CH:58][CH:59]=3)[C:54]=2[CH:53]=[CH:52][CH:51]=1. (4) Given the product [CH2:1]([O:3][C:4]([C:6]1[CH:7]=[C:8]2[N:13]([C:14]=1[CH:15]([CH3:16])[CH3:17])[CH:12]=[CH:11][C:10]([CH2:18][O:19][S:21]([CH3:20])(=[O:23])=[O:22])=[CH:9]2)=[O:5])[CH3:2], predict the reactants needed to synthesize it. The reactants are: [CH2:1]([O:3][C:4]([C:6]1[CH:7]=[C:8]2[N:13]([C:14]=1[CH:15]([CH3:17])[CH3:16])[CH:12]=[CH:11][C:10]([CH2:18][OH:19])=[CH:9]2)=[O:5])[CH3:2].[CH3:20][S:21](Cl)(=[O:23])=[O:22]. (5) Given the product [N+:17]([C:14]1[CH:15]=[CH:16][C:11]([N:1]2[CH2:5][CH2:4][C@@H:3]([NH:6][C:7](=[O:9])[CH3:8])[CH2:2]2)=[CH:12][CH:13]=1)([O-:19])=[O:18], predict the reactants needed to synthesize it. The reactants are: [NH:1]1[CH2:5][CH2:4][C@@H:3]([NH:6][C:7](=[O:9])[CH3:8])[CH2:2]1.F[C:11]1[CH:16]=[CH:15][C:14]([N+:17]([O-:19])=[O:18])=[CH:13][CH:12]=1. (6) Given the product [CH:1]([C:4]1[O:8][N:7]=[C:6]([N:9]2[CH2:14][CH2:13][NH:12][CH2:11][CH2:10]2)[N:5]=1)([CH3:3])[CH3:2], predict the reactants needed to synthesize it. The reactants are: [CH:1]([C:4]1[O:8][N:7]=[C:6]([N:9]2[CH2:14][CH2:13][N:12](C(OC(C)(C)C)=O)[CH2:11][CH2:10]2)[N:5]=1)([CH3:3])[CH3:2].Cl. (7) Given the product [CH3:13][C:14]1[CH:19]=[CH:18][CH:17]=[C:16]([CH3:20])[C:15]=1[C:2]1[CH:3]=[C:4]2[C:9](=[CH:10][CH:11]=1)[N:8]=[CH:7][NH:6][C:5]2=[O:12], predict the reactants needed to synthesize it. The reactants are: Br[C:2]1[CH:3]=[C:4]2[C:9](=[CH:10][CH:11]=1)[N:8]=[CH:7][NH:6][C:5]2=[O:12].[CH3:13][C:14]1[CH:19]=[CH:18][CH:17]=[C:16]([CH3:20])[C:15]=1B(O)O.C(=O)([O-])[O-].[K+].[K+].C1(P(C2C=CC=CC=2)C2C=CC=CC=2)C=CC=CC=1.C(=O)(O)[O-].